This data is from Reaction yield outcomes from USPTO patents with 853,638 reactions. The task is: Predict the reaction yield, written as a fraction of the theoretical maximum amount of product (1.0 means a 100% yield; for example, 0.34 means a 34% yield). (1) The catalyst is CN(C=O)C. The reactants are [ClH:1].Cl.[N:3]1([C:9]2[N:14]=[CH:13][N:12]=[C:11]3[NH:15][N:16]=[CH:17][C:10]=23)[CH2:8][CH2:7][NH:6][CH2:5][CH2:4]1.C1C=CC2N(O)N=NC=2C=1.CCN=C=NCCCN(C)C.C(OC([NH:46][CH2:47][CH2:48][CH:49]([C:53]1[CH:58]=[CH:57][CH:56]=[CH:55][C:54]=1[Cl:59])[C:50](O)=[O:51])=O)(C)(C)C.C(N(CC)CC)C. The yield is 0.670. The product is [ClH:59].[ClH:1].[NH2:46][CH2:47][CH2:48][CH:49]([C:53]1[CH:58]=[CH:57][CH:56]=[CH:55][C:54]=1[Cl:59])[C:50]([N:6]1[CH2:5][CH2:4][N:3]([C:9]2[N:14]=[CH:13][N:12]=[C:11]3[NH:15][N:16]=[CH:17][C:10]=23)[CH2:8][CH2:7]1)=[O:51]. (2) The catalyst is COCCO.C(OCC)(=O)C. The product is [C:30]1(=[O:31])[C:29]2[C:34](=[CH:35][CH:36]=[CH:37][CH:28]=2)[CH2:33][NH:32]1. The yield is 0.360. The reactants are NC1C=CC(N2CCCC(C)(C(N)=O)C2)=CC=1OC.ClC1N=C(N[C:28]2[CH:37]=[CH:36][CH:35]=[CH:34][C:29]=2[C:30]([NH:32][CH3:33])=[O:31])C(Cl)=CN=1.Cl.C(=O)([O-])O.[Na+].